From a dataset of Reaction yield outcomes from USPTO patents with 853,638 reactions. Predict the reaction yield, written as a fraction of the theoretical maximum amount of product (1.0 means a 100% yield; for example, 0.34 means a 34% yield). (1) The reactants are [NH:1]([C:3]1[C:8]2[N:9]([CH3:13])[C:10](=[O:12])[NH:11][C:7]=2[CH:6]=[CH:5][CH:4]=1)[NH2:2].CCC(=O)[CH2:17][C:18](=O)[CH2:19][CH3:20].[C:23](=O)([O-])O.[Na+].[C:28](O)(=O)[CH3:29]. No catalyst specified. The product is [CH2:28]([N:2]1[CH2:17][C:18]([CH2:19][CH3:20])=[CH:23][N:1]1[C:3]1[C:8]2[N:9]([CH3:13])[C:10](=[O:12])[NH:11][C:7]=2[CH:6]=[CH:5][CH:4]=1)[CH3:29]. The yield is 0.830. (2) The reactants are [CH2:1]([O:8][C:9]1[C:10](=[O:15])[NH:11][CH:12]=[CH:13][CH:14]=1)[C:2]1[CH:7]=[CH:6][CH:5]=[CH:4][CH:3]=1.CS(OC[CH:22]([N:25]=[N+:26]=[N-:27])[CH2:23][CH3:24])(=O)=O.N([CH2:31]CN1C=CC=C(OC)C1=O)=[N+]=[N-]. No catalyst specified. The product is [N:25]([CH2:22][CH2:23][CH2:24][CH2:31][N:11]1[CH:12]=[CH:13][CH:14]=[C:9]([O:8][CH2:1][C:2]2[CH:3]=[CH:4][CH:5]=[CH:6][CH:7]=2)[C:10]1=[O:15])=[N+:26]=[N-:27]. The yield is 0.620. (3) The reactants are CS(C)=O.[Cl-].[CH3:6][C:7]1[C:16]2[CH2:15][CH2:14][CH2:13][CH2:12][C:11]=2[N:10]2[N:17]=[C:18]([CH2:20][OH:21])[N:19]=[C:9]2[N:8]=1.C(N(CC)CC)C. The catalyst is ClCCl.O. The product is [CH3:6][C:7]1[C:16]2[CH2:15][CH2:14][CH2:13][CH2:12][C:11]=2[N:10]2[N:17]=[C:18]([CH:20]=[O:21])[N:19]=[C:9]2[N:8]=1. The yield is 0.990. (4) The reactants are C[Al](C)C.[CH:5]1([CH2:8][NH2:9])[CH2:7][CH2:6]1.C[O:11][C:12](=O)[C:13]1[CH:18]=[CH:17][C:16]([O:19][CH2:20][C:21]2[C:22]([C:30]3[CH:35]=[CH:34][CH:33]=[CH:32][CH:31]=3)=[N:23][O:24][C:25]=2[C:26]([F:29])([F:28])[F:27])=[N:15][CH:14]=1.O. The catalyst is O1CCOCC1. The product is [CH:5]1([CH2:8][NH:9][C:12](=[O:11])[C:13]2[CH:18]=[CH:17][C:16]([O:19][CH2:20][C:21]3[C:22]([C:30]4[CH:35]=[CH:34][CH:33]=[CH:32][CH:31]=4)=[N:23][O:24][C:25]=3[C:26]([F:29])([F:28])[F:27])=[N:15][CH:14]=2)[CH2:7][CH2:6]1. The yield is 0.830. (5) The reactants are C([O:3][C:4](=[O:35])[CH2:5][CH2:6][C:7]1[CH:12]=[CH:11][CH:10]=[C:9]([N:13]2[C:17]([NH:18][C:19]([C:21]3[N:22]=[CH:23][C:24]4[C:29]([CH:30]=3)=[CH:28][CH:27]=[CH:26][CH:25]=4)=[O:20])=[CH:16][C:15]([C:31]([CH3:34])([CH3:33])[CH3:32])=[N:14]2)[CH:8]=1)C.[Li+].[OH-]. The catalyst is CO. The yield is 0.880. The product is [C:31]([C:15]1[CH:16]=[C:17]([NH:18][C:19]([C:21]2[N:22]=[CH:23][C:24]3[C:29]([CH:30]=2)=[CH:28][CH:27]=[CH:26][CH:25]=3)=[O:20])[N:13]([C:9]2[CH:8]=[C:7]([CH2:6][CH2:5][C:4]([OH:35])=[O:3])[CH:12]=[CH:11][CH:10]=2)[N:14]=1)([CH3:34])([CH3:32])[CH3:33].